This data is from Forward reaction prediction with 1.9M reactions from USPTO patents (1976-2016). The task is: Predict the product of the given reaction. (1) The product is: [CH3:1][N:2]([CH2:3][C:4]1[CH:9]=[CH:8][C:7]([C:10]2[CH:15]=[CH:14][CH:13]=[CH:12][C:11]=2[C:16]([F:17])([F:18])[F:19])=[CH:6][CH:5]=1)[CH2:31][CH:29]([OH:30])[CH2:28][O:27][C:26]1[CH:25]=[CH:24][C:23]([N+:20]([O-:22])=[O:21])=[CH:33][CH:32]=1. Given the reactants [CH3:1][NH:2][CH2:3][C:4]1[CH:9]=[CH:8][C:7]([C:10]2[CH:15]=[CH:14][CH:13]=[CH:12][C:11]=2[C:16]([F:19])([F:18])[F:17])=[CH:6][CH:5]=1.[N+:20]([C:23]1[CH:33]=[CH:32][C:26]([O:27][CH2:28][CH:29]2[CH2:31][O:30]2)=[CH:25][CH:24]=1)([O-:22])=[O:21], predict the reaction product. (2) Given the reactants [H-].[Na+].[CH2:3](OC=O)C.[Br:8][C:9]1[CH:10]=[C:11]2[C:15](=[CH:16][CH:17]=1)[C:14](=O)[CH2:13][CH2:12]2.O.[NH2:20][NH2:21].C(O)(=O)C, predict the reaction product. The product is: [Br:8][C:9]1[CH:10]=[C:11]2[C:15](=[CH:16][CH:17]=1)[C:14]1[NH:20][N:21]=[CH:3][C:13]=1[CH2:12]2. (3) Given the reactants [Cl:1][C:2]1[C:3]([C:19]2[S:23][C:22]3[CH:24]=[C:25](S[Si](C(C)C)(C(C)C)C(C)C)[CH:26]=[CH:27][C:21]=3[CH:20]=2)=[N:4][C:5]([NH:8][CH2:9][CH2:10][CH2:11][N:12]2[CH2:17][CH2:16][N:15]([CH3:18])[CH2:14][CH2:13]2)=[N:6][CH:7]=1.[N+]([O-])([O-])=O.[K+].[S:44](Cl)(Cl)(=[O:46])=[O:45].[OH-].[NH4+:50], predict the reaction product. The product is: [Cl:1][C:2]1[C:3]([C:19]2[S:23][C:22]3[CH:24]=[C:25]([S:44]([NH2:50])(=[O:46])=[O:45])[CH:26]=[CH:27][C:21]=3[CH:20]=2)=[N:4][C:5]([NH:8][CH2:9][CH2:10][CH2:11][N:12]2[CH2:17][CH2:16][N:15]([CH3:18])[CH2:14][CH2:13]2)=[N:6][CH:7]=1.